This data is from Reaction yield outcomes from USPTO patents with 853,638 reactions. The task is: Predict the reaction yield, written as a fraction of the theoretical maximum amount of product (1.0 means a 100% yield; for example, 0.34 means a 34% yield). (1) The reactants are [CH3:1][C:2]1([CH3:12])[CH2:11][NH:10][C@@H:9]2[C@H:4]([CH2:5][CH2:6][CH2:7][CH2:8]2)[NH:3]1.Br[C:14]1[CH:19]=[CH:18][N:17]=[C:16]2[N:20]([Si:23]([CH:30]([CH3:32])[CH3:31])([CH:27]([CH3:29])[CH3:28])[CH:24]([CH3:26])[CH3:25])[CH:21]=[CH:22][C:15]=12.P(C(C)(C)C)(C(C)(C)C)C(C)(C)C.[H+].[B-](F)(F)(F)F.C(O[Na])(C)(C)C. The catalyst is CC([O-])=O.CC([O-])=O.[Pd+2].C1(C)C=CC=CC=1. The product is [CH3:1][C:2]1([CH3:12])[NH:3][C@@H:4]2[C@H:9]([CH2:8][CH2:7][CH2:6][CH2:5]2)[N:10]([C:14]2[CH:19]=[CH:18][N:17]=[C:16]3[N:20]([Si:23]([CH:27]([CH3:29])[CH3:28])([CH:30]([CH3:32])[CH3:31])[CH:24]([CH3:25])[CH3:26])[CH:21]=[CH:22][C:15]=23)[CH2:11]1. The yield is 0.840. (2) The reactants are [O:1]1[C:5]2[CH:6]=[CH:7][CH:8]=[CH:9][C:4]=2[CH:3]=[C:2]1[C:10](Cl)=[O:11].[CH3:13][CH2:14][CH2:15][CH:16]([NH2:20])[CH2:17][CH2:18][CH3:19]. No catalyst specified. The product is [CH2:15]([CH:16]([NH:20][C:10]([C:2]1[O:1][C:5]2[CH:6]=[CH:7][CH:8]=[CH:9][C:4]=2[CH:3]=1)=[O:11])[CH2:17][CH2:18][CH3:19])[CH2:14][CH3:13]. The yield is 0.730. (3) The reactants are [NH2:1][C:2]1[N:7]=[C:6]([N:8]([CH3:15])[C:9]2[CH:14]=[CH:13][CH:12]=[CH:11][CH:10]=2)[N:5]=[C:4]([C:16]2[N:20]=[C:19]([C:21]3[N:26]=[CH:25][C:24]([C:27](=O)[CH3:28])=[CH:23][CH:22]=3)[O:18][N:17]=2)[N:3]=1.[NH:30]1[CH2:34][CH2:33][CH2:32][CH2:31]1.[BH4-].[Na+]. The product is [CH3:15][N:8]([C:9]1[CH:10]=[CH:11][CH:12]=[CH:13][CH:14]=1)[C:6]1[N:7]=[C:2]([NH2:1])[N:3]=[C:4]([C:16]2[N:20]=[C:19]([C:21]3[CH:22]=[CH:23][C:24]([CH:27]([N:30]4[CH2:34][CH2:33][CH2:32][CH2:31]4)[CH3:28])=[CH:25][N:26]=3)[O:18][N:17]=2)[N:5]=1. The yield is 0.120. The catalyst is C1COCC1.CC(C)[O-].[Ti+4].CC(C)[O-].CC(C)[O-].CC(C)[O-]. (4) The reactants are [Br:1][C:2]1[CH:3]=[C:4]([C@:9]2([CH3:27])[CH2:14][C@@H:13]([C:15]([F:18])([F:17])[F:16])[O:12][C:11]([NH:19][C:20](=[O:26])[O:21][C:22]([CH3:25])([CH3:24])[CH3:23])=[N:10]2)[C:5](F)=[N:6][CH:7]=1.[CH3:28][O-:29].[Na+]. No catalyst specified. The product is [Br:1][C:2]1[CH:3]=[C:4]([C@:9]2([CH3:27])[CH2:14][C@@H:13]([C:15]([F:18])([F:17])[F:16])[O:12][C:11]([NH:19][C:20](=[O:26])[O:21][C:22]([CH3:25])([CH3:24])[CH3:23])=[N:10]2)[C:5]([O:29][CH3:28])=[N:6][CH:7]=1. The yield is 0.970. (5) The reactants are Cl.[CH3:2][C:3]1([CH3:21])[CH2:7][C:6]2[C:8]([CH3:20])=[C:9]([N:14]3[CH2:19][CH2:18][NH:17][CH2:16][CH2:15]3)[C:10]([CH3:13])=[C:11]([CH3:12])[C:5]=2[O:4]1.Br[C:23]1[CH:28]=[CH:27][C:26]([F:29])=[C:25]([O:30][CH3:31])[CH:24]=1. No catalyst specified. The product is [F:29][C:26]1[CH:27]=[CH:28][C:23]([N:17]2[CH2:16][CH2:15][N:14]([C:9]3[C:10]([CH3:13])=[C:11]([CH3:12])[C:5]4[O:4][C:3]([CH3:21])([CH3:2])[CH2:7][C:6]=4[C:8]=3[CH3:20])[CH2:19][CH2:18]2)=[CH:24][C:25]=1[O:30][CH3:31]. The yield is 0.530. (6) The reactants are [CH3:1][N:2]([C:6]1[CH:11]=[CH:10][CH:9]=[CH:8][CH:7]=1)[C:3](=[O:5])[CH3:4].[S:12]([Cl:16])(=O)(=[O:14])[OH:13]. The catalyst is ClCCl.O. The product is [CH3:1][N:2]([C:6]1[CH:11]=[CH:10][C:9]([S:12]([Cl:16])(=[O:14])=[O:13])=[CH:8][CH:7]=1)[C:3](=[O:5])[CH3:4]. The yield is 0.110.